From a dataset of Peptide-MHC class II binding affinity with 134,281 pairs from IEDB. Regression. Given a peptide amino acid sequence and an MHC pseudo amino acid sequence, predict their binding affinity value. This is MHC class II binding data. (1) The peptide sequence is SGLVWGQKYFKGNFQ. The MHC is DRB1_0802 with pseudo-sequence DRB1_0802. The binding affinity (normalized) is 0.136. (2) The peptide sequence is RLGKEFIRCLALPFR. The MHC is DRB1_0301 with pseudo-sequence DRB1_0301. The binding affinity (normalized) is 0.626. (3) The peptide sequence is IGGPVSSHNHIPGYK. The MHC is DRB1_1301 with pseudo-sequence DRB1_1301. The binding affinity (normalized) is 0.655. (4) The peptide sequence is LKESWGAIWRIDT. The MHC is DRB1_1101 with pseudo-sequence DRB1_1101. The binding affinity (normalized) is 0.506. (5) The peptide sequence is PKLEFGSLIVNPSLN. The MHC is DRB1_1101 with pseudo-sequence DRB1_1101. The binding affinity (normalized) is 0.299. (6) The MHC is DRB1_0101 with pseudo-sequence DRB1_0101. The peptide sequence is SRLVIGSKGEEADKL. The binding affinity (normalized) is 0.629. (7) The peptide sequence is ERFAVNPGLLETSEGCR. The MHC is HLA-DPA10103-DPB10301 with pseudo-sequence HLA-DPA10103-DPB10301. The binding affinity (normalized) is 0.644.